Task: Predict the product of the given reaction.. Dataset: Forward reaction prediction with 1.9M reactions from USPTO patents (1976-2016) (1) Given the reactants [CH2:1](Br)[C:2]1[CH:7]=[CH:6][CH:5]=[CH:4][CH:3]=1.[CH3:9][C@@:10]12[C:27]([CH3:29])([CH3:28])[C@@H:13]([C:14]3[C:15](=[O:26])[N:16]([C:19]4[CH:24]=[CH:23][C:22]([CH3:25])=[CH:21][CH:20]=4)[NH:17][C:18]=31)[CH2:12][CH2:11]2.[I-].[K+].C(=O)([O-])[O-].[K+].[K+], predict the reaction product. The product is: [CH2:1]([N:17]1[C:18]2[C@@:10]3([CH3:9])[C:27]([CH3:29])([CH3:28])[C@H:13]([CH2:12][CH2:11]3)[C:14]=2[C:15](=[O:26])[N:16]1[C:19]1[CH:20]=[CH:21][C:22]([CH3:25])=[CH:23][CH:24]=1)[C:2]1[CH:7]=[CH:6][CH:5]=[CH:4][CH:3]=1.[CH2:1]([O:26][C:15]1[N:16]([C:19]2[CH:24]=[CH:23][C:22]([CH3:25])=[CH:21][CH:20]=2)[N:17]=[C:18]2[C:14]=1[C@@H:13]1[C:27]([CH3:29])([CH3:28])[C@@:10]2([CH3:9])[CH2:11][CH2:12]1)[C:2]1[CH:7]=[CH:6][CH:5]=[CH:4][CH:3]=1. (2) Given the reactants Cl.[NH2:2][CH2:3][C:4]1([CH3:23])[CH2:8][CH2:7][N:6]([CH2:9][C@@H:10]([C:12]2[C:13]([CH3:22])=[C:14]3[C:18](=[CH:19][CH:20]=2)[C:17](=[O:21])[O:16][CH2:15]3)[OH:11])[CH2:5]1.[N:24]1([C:29]2[CH:37]=[CH:36][C:32]([C:33](O)=[O:34])=[CH:31][N:30]=2)[CH:28]=[N:27][N:26]=[N:25]1, predict the reaction product. The product is: [OH:11][C@H:10]([C:12]1[C:13]([CH3:22])=[C:14]2[C:18](=[CH:19][CH:20]=1)[C:17](=[O:21])[O:16][CH2:15]2)[CH2:9][N:6]1[CH2:7][CH2:8][C:4]([CH2:3][NH:2][C:33](=[O:34])[C:32]2[CH:36]=[CH:37][C:29]([N:24]3[CH:28]=[N:27][N:26]=[N:25]3)=[N:30][CH:31]=2)([CH3:23])[CH2:5]1. (3) Given the reactants [F:1][C:2]1[CH:3]=[C:4]([CH:8]=[CH:9][CH:10]=1)[C:5]([OH:7])=[O:6].S(Cl)(Cl)=O.[CH3:15]O, predict the reaction product. The product is: [F:1][C:2]1[CH:3]=[C:4]([CH:8]=[CH:9][CH:10]=1)[C:5]([O:7][CH3:15])=[O:6]. (4) Given the reactants [Br:1][C:2]1[C:11]2[C:6](=[CH:7][C:8]([F:12])=[CH:9][CH:10]=2)[CH:5]=[C:4]([C:13](NO)=[O:14])[CH:3]=1.CN(C([O:24]N1N=NC2C=CC=CC1=2)=[N+](C)C)C.[B-](F)(F)(F)F.CCN(C(C)C)C(C)C.Cl.NO.[NH4+].[Cl-], predict the reaction product. The product is: [Br:1][C:2]1[C:11]2[C:6](=[CH:7][C:8]([F:12])=[CH:9][CH:10]=2)[CH:5]=[C:4]([C:13]([OH:14])=[O:24])[CH:3]=1. (5) Given the reactants [Cl:1][C:2]1[N:3]=[N:4][C:5](Cl)=[CH:6][C:7]=1[C:8]([CH3:11])([CH3:10])[CH3:9].[F:13][C:14]1[CH:23]=[CH:22][CH:21]=[C:20]([F:24])[C:15]=1[C:16]([NH:18][NH2:19])=O.Cl.C(N(CC)CC)C, predict the reaction product. The product is: [Cl:1][C:2]1[C:7]([C:8]([CH3:11])([CH3:10])[CH3:9])=[CH:6][C:5]2[N:4]([C:16]([C:15]3[C:20]([F:24])=[CH:21][CH:22]=[CH:23][C:14]=3[F:13])=[N:18][N:19]=2)[N:3]=1. (6) Given the reactants [Cl:1][C:2]1[C:10]2[C:5](=[CH:6][CH:7]=[CH:8][CH:9]=2)[NH:4][C:3]=1[C:11]([OH:13])=O.[C:14]([NH:17][NH2:18])(=[O:16])[CH3:15].C(N(CC)CC)C.CN(C(ON1N=NC2C=CC=CC1=2)=[N+](C)C)C.F[P-](F)(F)(F)(F)F, predict the reaction product. The product is: [C:14]([NH:17][NH:18][C:11]([C:3]1[NH:4][C:5]2[C:10]([C:2]=1[Cl:1])=[CH:9][CH:8]=[CH:7][CH:6]=2)=[O:13])(=[O:16])[CH3:15]. (7) Given the reactants C([O:5][N:6]=[C:7]1[C:16]2[C:11](=[CH:12][CH:13]=[C:14]([O:17][CH2:18][CH2:19][Cl:20])[CH:15]=2)[O:10][C:9]([C:21]2[N:26]=[CH:25][N:24]3[CH:27]=[CH:28][CH:29]=[C:23]3[CH:22]=2)=[CH:8]1)(C)(C)C.[N:30]1([CH:35]2[CH2:40][CH2:39][NH:38][CH2:37][CH2:36]2)[CH2:34][CH2:33][CH2:32][CH2:31]1, predict the reaction product. The product is: [ClH:20].[ClH:20].[N:30]1([CH:35]2[CH2:40][CH2:39][N:38]([CH2:19][CH2:18][O:17][C:14]3[CH:15]=[C:16]4[C:11](=[CH:12][CH:13]=3)[O:10][C:9]([C:21]3[N:26]=[CH:25][N:24]5[CH:27]=[CH:28][CH:29]=[C:23]5[CH:22]=3)=[CH:8][C:7]4=[N:6][OH:5])[CH2:37][CH2:36]2)[CH2:34][CH2:33][CH2:32][CH2:31]1. (8) Given the reactants [N:1]1[C:13]2[C:12](=[O:14])[N:11]3[C:6](=[N:7][CH2:8][CH2:9][CH2:10]3)[C:5]=2[N:4]=[CH:3][CH:2]=1.O.[NH2:16][NH2:17], predict the reaction product. The product is: [NH2:7][CH2:8][CH2:9][CH2:10][NH:11][C:6]1[C:5]2[N:4]=[CH:3][CH:2]=[N:1][C:13]=2[C:12](=[O:14])[NH:17][N:16]=1.